The task is: Predict the reactants needed to synthesize the given product.. This data is from Full USPTO retrosynthesis dataset with 1.9M reactions from patents (1976-2016). Given the product [CH3:1][NH:2][CH2:3][CH2:4][C@H:5]([O:11][C:12]1[CH:13]=[CH:14][CH:15]=[C:16]2[CH:21]=[CH:20][CH:19]=[CH:18][C:17]=12)[C:6]1[S:10][CH:9]=[CH:8][CH:7]=1.[ClH:22], predict the reactants needed to synthesize it. The reactants are: [CH3:1][NH:2][CH2:3][CH2:4][C@H:5]([O:11][C:12]1[CH:13]=[CH:14][CH:15]=[C:16]2[CH:21]=[CH:20][CH:19]=[CH:18][C:17]=12)[C:6]1[S:10][CH:9]=[CH:8][CH:7]=1.[ClH:22].C(OCC)(=O)C.